Dataset: Reaction yield outcomes from USPTO patents with 853,638 reactions. Task: Predict the reaction yield, written as a fraction of the theoretical maximum amount of product (1.0 means a 100% yield; for example, 0.34 means a 34% yield). (1) The reactants are Br[C:2]1[CH:3]=[C:4]2[C:9](=[N:10][CH:11]=1)[N:8]([CH2:12][CH3:13])[CH:7]=[C:6]([C:14]([O:16][CH2:17][CH2:18][O:19][P:20]([O:30][CH2:31][C:32]1[CH:37]=[CH:36][CH:35]=[CH:34][CH:33]=1)([O:22][CH2:23][C:24]1[CH:29]=[CH:28][CH:27]=[CH:26][CH:25]=1)=[O:21])=[O:15])[C:5]2=[O:38].[CH2:39]([NH:41][C:42](=[O:62])[NH:43][C:44]1[N:49]=[CH:48][C:47](B(O)O)=[C:46]([C:53]2[S:54][CH:55]=[C:56]([C:58]([F:61])([F:60])[F:59])[N:57]=2)[CH:45]=1)[CH3:40].C(=O)([O-])[O-].[Na+].[Na+]. The catalyst is CN(C)C=O.[Pd].C1(P(C2C=CC=CC=2)C2C=CC=CC=2)C=CC=CC=1.C1(P(C2C=CC=CC=2)C2C=CC=CC=2)C=CC=CC=1.C1(P(C2C=CC=CC=2)C2C=CC=CC=2)C=CC=CC=1.C1(P(C2C=CC=CC=2)C2C=CC=CC=2)C=CC=CC=1. The product is [CH2:12]([N:8]1[C:9]2[C:4](=[CH:3][C:2]([C:47]3[CH:48]=[N:49][C:44]([NH:43][C:42](=[O:62])[NH:41][CH2:39][CH3:40])=[CH:45][C:46]=3[C:53]3[S:54][CH:55]=[C:56]([C:58]([F:61])([F:59])[F:60])[N:57]=3)=[CH:11][N:10]=2)[C:5](=[O:38])[C:6]([C:14]([O:16][CH2:17][CH2:18][O:19][P:20]([O:30][CH2:31][C:32]2[CH:37]=[CH:36][CH:35]=[CH:34][CH:33]=2)([O:22][CH2:23][C:24]2[CH:25]=[CH:26][CH:27]=[CH:28][CH:29]=2)=[O:21])=[O:15])=[CH:7]1)[CH3:13]. The yield is 0.630. (2) The reactants are [F:1][C:2]1[CH:11]=[CH:10][C:5]2[N:6]=[C:7]([NH2:9])[S:8][C:4]=2[CH:3]=1.[C:12]1([CH3:21])[CH:17]=[CH:16][C:15]([C:18](Cl)=[O:19])=[CH:14][CH:13]=1.C[O:23][C:24]1[CH:33]=CC2N=C(N)SC=2C=1.ClC1C=C(C=CC=1)C(Cl)=[O:39]. No catalyst specified. The product is [F:1][C:2]1[CH:11]=[CH:10][C:5]2[N:6]([CH2:33][C:24]([OH:23])=[O:39])[C:7](=[N:9][C:18](=[O:19])[C:15]3[CH:16]=[CH:17][C:12]([CH3:21])=[CH:13][CH:14]=3)[S:8][C:4]=2[CH:3]=1. The yield is 0.260.